This data is from Peptide-MHC class I binding affinity with 185,985 pairs from IEDB/IMGT. The task is: Regression. Given a peptide amino acid sequence and an MHC pseudo amino acid sequence, predict their binding affinity value. This is MHC class I binding data. (1) The peptide sequence is IVMRYVLDH. The MHC is HLA-B18:01 with pseudo-sequence HLA-B18:01. The binding affinity (normalized) is 0.213. (2) The peptide sequence is SLNLRETNL. The MHC is HLA-A02:06 with pseudo-sequence HLA-A02:06. The binding affinity (normalized) is 0.103. (3) The peptide sequence is GQWDGWVWL. The MHC is HLA-A69:01 with pseudo-sequence HLA-A69:01. The binding affinity (normalized) is 0.0847. (4) The peptide sequence is LSISEDLNSI. The MHC is H-2-Db with pseudo-sequence H-2-Db. The binding affinity (normalized) is 0.0662. (5) The peptide sequence is YVKSPKFSK. The MHC is HLA-A03:01 with pseudo-sequence HLA-A03:01. The binding affinity (normalized) is 0.182. (6) The peptide sequence is DEPASTEPVHDQLL. The MHC is HLA-A01:01 with pseudo-sequence HLA-A01:01. The binding affinity (normalized) is 0. (7) The peptide sequence is MLRKKQITV. The MHC is HLA-A02:06 with pseudo-sequence HLA-A02:06. The binding affinity (normalized) is 0.0847.